This data is from Catalyst prediction with 721,799 reactions and 888 catalyst types from USPTO. The task is: Predict which catalyst facilitates the given reaction. (1) Reactant: [CH3:1][O:2][C:3]1[CH:8]=[CH:7][C:6]([C:9]2[C:14]([C:15]3[CH:20]=[CH:19][C:18]([O:21][CH3:22])=[CH:17][CH:16]=3)=[N:13][NH:12][C:11](=[O:23])[N:10]=2)=[CH:5][CH:4]=1.C(=O)([O-])[O-].[K+].[K+].I[CH2:31][CH2:32][CH2:33][CH2:34][CH3:35].CN(C=O)C. Product: [CH2:31]([N:12]1[C:11](=[O:23])[N:10]=[C:9]([C:6]2[CH:7]=[CH:8][C:3]([O:2][CH3:1])=[CH:4][CH:5]=2)[C:14]([C:15]2[CH:20]=[CH:19][C:18]([O:21][CH3:22])=[CH:17][CH:16]=2)=[N:13]1)[CH2:32][CH2:33][CH2:34][CH3:35]. The catalyst class is: 6. (2) Reactant: [C:1]([C:4]1[CH:5]=[CH:6][C:7]([O:10][CH2:11][C:12]([O:14][CH3:15])=[O:13])=[N:8][CH:9]=1)(=O)[CH3:2].C([O-])(=O)C.[Na+].[Cl-].[OH:22][NH3+:23]. Product: [OH:22][N:23]=[C:1]([C:4]1[CH:5]=[CH:6][C:7]([O:10][CH2:11][C:12]([O:14][CH3:15])=[O:13])=[N:8][CH:9]=1)[CH3:2]. The catalyst class is: 40.